Dataset: Reaction yield outcomes from USPTO patents with 853,638 reactions. Task: Predict the reaction yield, written as a fraction of the theoretical maximum amount of product (1.0 means a 100% yield; for example, 0.34 means a 34% yield). (1) The reactants are [Cl-].O[NH3+:3].[C:4](=[O:7])([O-])[OH:5].[Na+].CS(C)=O.[N:13]1([CH:19]2[CH2:24][CH2:23][CH:22]([N:25]3[C:30](=[O:31])[C:29]([CH2:32][C:33]4[CH:38]=[CH:37][C:36]([C:39]5[C:40]([C:45]#[N:46])=[CH:41][CH:42]=[CH:43][CH:44]=5)=[CH:35][CH:34]=4)=[C:28]([CH2:47][CH2:48][CH3:49])[N:27]4[N:50]=[CH:51][N:52]=[C:26]34)[CH2:21][CH2:20]2)[CH2:18][CH2:17][O:16][CH2:15][CH2:14]1. The catalyst is C(OCC)(=O)C. The product is [N:13]1([CH:19]2[CH2:24][CH2:23][CH:22]([N:25]3[C:30](=[O:31])[C:29]([CH2:32][C:33]4[CH:38]=[CH:37][C:36]([C:39]5[CH:44]=[CH:43][CH:42]=[CH:41][C:40]=5[C:45]5[NH:3][C:4](=[O:7])[O:5][N:46]=5)=[CH:35][CH:34]=4)=[C:28]([CH2:47][CH2:48][CH3:49])[N:27]4[N:50]=[CH:51][N:52]=[C:26]34)[CH2:21][CH2:20]2)[CH2:18][CH2:17][O:16][CH2:15][CH2:14]1. The yield is 0.200. (2) The reactants are [CH3:1][CH:2]([C:8]([O:10][CH2:11][CH3:12])=[O:9])[C:3]([O:5][CH2:6][CH3:7])=[O:4].[O-]CC.[Na+].[Na].[C:18]([C:21]1[CH:28]=[CH:27][C:24]([CH2:25]Br)=[C:23]([Br:29])[CH:22]=1)(=[O:20])[CH3:19]. The catalyst is C(O)C. The product is [CH2:11]([O:10][C:8](=[O:9])[C:2]([CH2:25][C:24]1[CH:27]=[CH:28][C:21]([C:18](=[O:20])[CH3:19])=[CH:22][C:23]=1[Br:29])([CH3:1])[C:3]([O:5][CH2:6][CH3:7])=[O:4])[CH3:12]. The yield is 0.450.